This data is from Catalyst prediction with 721,799 reactions and 888 catalyst types from USPTO. The task is: Predict which catalyst facilitates the given reaction. (1) Reactant: CS([C:5]1[N:10]=[C:9]([C:11]2[CH:12]=[N:13][C:14]([NH2:17])=[N:15][CH:16]=2)[CH:8]=[C:7]([N:18]2[CH2:23][C@@H:22]3[CH2:24][C@H:19]2[CH2:20][O:21]3)[N:6]=1)(=O)=O.Cl.[NH:26]1[CH2:29][CH2:28][CH2:27]1.C(=O)([O-])[O-].[K+].[K+]. Product: [N:26]1([C:5]2[N:10]=[C:9]([C:11]3[CH:12]=[N:13][C:14]([NH2:17])=[N:15][CH:16]=3)[CH:8]=[C:7]([N:18]3[CH2:23][C@@H:22]4[CH2:24][C@H:19]3[CH2:20][O:21]4)[N:6]=2)[CH2:29][CH2:28][CH2:27]1. The catalyst class is: 60. (2) Reactant: [CH3:1][O:2][C:3]1[CH:4]=[C:5]([NH:11][C:12]([C:14]2[CH:34]=[CH:33][C:17]3[N:18]=[C:19]([NH:21][CH2:22][CH2:23][N:24](C)[C:25](=O)OC(C)(C)C)[S:20][C:16]=3[CH:15]=2)=[O:13])[CH:6]=[CH:7][C:8]=1[O:9][CH3:10].Cl. Product: [CH3:1][O:2][C:3]1[CH:4]=[C:5]([NH:11][C:12]([C:14]2[CH:34]=[CH:33][C:17]3[N:18]=[C:19]([NH:21][CH2:22][CH2:23][NH:24][CH3:25])[S:20][C:16]=3[CH:15]=2)=[O:13])[CH:6]=[CH:7][C:8]=1[O:9][CH3:10]. The catalyst class is: 12. (3) The catalyst class is: 1. Reactant: [Br-].[Si:2]([O:9][C:10]1[CH:15]=[CH:14][C:13]([CH2:16][P+](C2C=CC=CC=2)(C2C=CC=CC=2)C2C=CC=CC=2)=[CH:12][C:11]=1[O:36][CH2:37][CH3:38])([C:5]([CH3:8])([CH3:7])[CH3:6])([CH3:4])[CH3:3].[Li][CH2:40][CH2:41][CH2:42]C.[Si:44]([O:51][C:52]1[CH:57]=[CH:56][C:55]([CH2:58]CC(=O)C)=[CH:54][CH:53]=1)([C:47]([CH3:50])([CH3:49])[CH3:48])([CH3:46])[CH3:45].O. Product: [C:47]([Si:44]([O:51][C:52]1[CH:53]=[CH:54][C:55]([CH2:58][CH2:40][C:41]([CH3:42])=[CH:16][C:13]2[CH:14]=[CH:15][C:10]([O:9][Si:2]([C:5]([CH3:6])([CH3:7])[CH3:8])([CH3:3])[CH3:4])=[C:11]([O:36][CH2:37][CH3:38])[CH:12]=2)=[CH:56][CH:57]=1)([CH3:45])[CH3:46])([CH3:48])([CH3:49])[CH3:50]. (4) Reactant: [OH:1][CH2:2][C:3]1[C:11]([S:12]([CH3:15])(=[O:14])=[O:13])=[CH:10][C:9]2[N:8]3[CH2:16][CH2:17][N:18]([C:23]4[N:28]=[C:27]([C:29]([F:32])([F:31])[F:30])[C:26]([C:33](=[O:35])[CH3:34])=[CH:25][N:24]=4)[CH:19]([CH:20]([CH3:22])[CH3:21])[C:7]3=[CH:6][C:5]=2[CH:4]=1.N1C=CC=CC=1.[C:42](Cl)([CH3:44])=[O:43]. Product: [C:42]([O:1][CH2:2][C:3]1[C:11]([S:12]([CH3:15])(=[O:13])=[O:14])=[CH:10][C:9]2[N:8]3[CH2:16][CH2:17][N:18]([C:23]4[N:28]=[C:27]([C:29]([F:30])([F:32])[F:31])[C:26]([C:33](=[O:35])[CH3:34])=[CH:25][N:24]=4)[CH:19]([CH:20]([CH3:22])[CH3:21])[C:7]3=[CH:6][C:5]=2[CH:4]=1)(=[O:43])[CH3:44]. The catalyst class is: 2. (5) Product: [N:11]1([C:16]2([CH2:19][OH:20])[CH2:18][CH2:17]2)[CH:15]=[CH:14][N:13]=[CH:12]1. Reactant: [H-].C([Al+]CC(C)C)C(C)C.[N:11]1([C:16]2([C:19](OCC)=[O:20])[CH2:18][CH2:17]2)[CH:15]=[CH:14][N:13]=[CH:12]1.[Cl-].[NH4+]. The catalyst class is: 4. (6) Product: [O:21]=[C:15]1[CH:14]([N:8]2[CH2:7][C:6]3[C:10](=[CH:11][CH:12]=[C:4]([CH2:3][NH:2][C:24](=[O:25])[C:23]([F:36])([F:22])[C:27]4[CH:32]=[CH:31][CH:30]=[C:29]([CH2:33][CH2:34][OH:35])[CH:28]=4)[CH:5]=3)[C:9]2=[O:13])[CH2:19][CH2:18][C:17](=[O:20])[NH:16]1. The catalyst class is: 35. Reactant: Cl.[NH2:2][CH2:3][C:4]1[CH:5]=[C:6]2[C:10](=[CH:11][CH:12]=1)[C:9](=[O:13])[N:8]([CH:14]1[CH2:19][CH2:18][C:17](=[O:20])[NH:16][C:15]1=[O:21])[CH2:7]2.[F:22][C:23]([F:36])([C:27]1[CH:32]=[CH:31][CH:30]=[C:29]([CH2:33][CH2:34][OH:35])[CH:28]=1)[C:24](O)=[O:25].C(N(CC)C(C)C)(C)C.F[P-](F)(F)(F)(F)F.CN(C(N(C)C)=[N+]1C2C(=NC=CC=2)[N+]([O-])=N1)C. (7) Reactant: [Br:1][C:2]1[CH:7]=[C:6]([F:8])[CH:5]=[CH:4][C:3]=1[NH:9][C:10](=O)[CH2:11][NH:12][CH2:13][CH2:14][OH:15].C(P(CCCC)CCCC)CCC.N(C(OC(C)C)=O)=NC(OC(C)C)=O.[ClH:44].CO. Product: [ClH:44].[Br:1][C:2]1[CH:7]=[C:6]([F:8])[CH:5]=[CH:4][C:3]=1[N:9]1[CH2:10][CH2:11][NH:12][CH2:13][C:14]1=[O:15]. The catalyst class is: 1. (8) Reactant: [C:1]([C:5]1[CH:6]=[C:7]([C:16]2[S:17][CH:18]=[C:19]([CH2:21][CH2:22][OH:23])[N:20]=2)[CH:8]=[C:9]([C:12]([CH3:15])([CH3:14])[CH3:13])[C:10]=1[OH:11])([CH3:4])([CH3:3])[CH3:2].O[C:25]1[CH:32]=[CH:31][C:28]([CH:29]=[O:30])=[CH:27][CH:26]=1.C1(P(C2C=CC=CC=2)C2C=CC=CC=2)C=CC=CC=1.CCOC(/N=N/C(OCC)=O)=O. Product: [C:12]([C:9]1[CH:8]=[C:7]([C:16]2[S:17][CH:18]=[C:19]([CH2:21][CH2:22][O:23][C:25]3[CH:32]=[CH:31][C:28]([CH:29]=[O:30])=[CH:27][CH:26]=3)[N:20]=2)[CH:6]=[C:5]([C:1]([CH3:2])([CH3:3])[CH3:4])[C:10]=1[OH:11])([CH3:15])([CH3:14])[CH3:13]. The catalyst class is: 7.